The task is: Predict the reactants needed to synthesize the given product.. This data is from Full USPTO retrosynthesis dataset with 1.9M reactions from patents (1976-2016). (1) The reactants are: [CH2:1]([O:3][C:4]([C:6]1[NH:14][C:13]2[CH2:12][CH2:11][NH:10][C:9](=[O:15])[C:8]=2[C:7]=1[C:16]([F:19])([F:18])[F:17])=[O:5])[CH3:2].[H-].[Na+].Br.Br[CH2:24][CH2:25][N:26]([CH2:29][CH3:30])[CH2:27][CH3:28]. Given the product [CH2:1]([O:3][C:4]([C:6]1[NH:14][C:13]2[CH2:12][CH2:11][N:10]([CH2:24][CH2:25][N:26]([CH2:29][CH3:30])[CH2:27][CH3:28])[C:9](=[O:15])[C:8]=2[C:7]=1[C:16]([F:18])([F:19])[F:17])=[O:5])[CH3:2], predict the reactants needed to synthesize it. (2) Given the product [CH2:1]([C:3]1[C:7]([C:8]#[N:9])=[C:6]([C:10]2[O:11][CH:12]=[CH:13][C:14]=2[CH3:15])[N:5]([C:16]2[CH:17]=[CH:18][C:19]([OH:22])=[CH:20][CH:21]=2)[N:4]=1)[CH3:2], predict the reactants needed to synthesize it. The reactants are: [CH2:1]([C:3]1[C:7]([C:8]#[N:9])=[C:6]([C:10]2[O:11][CH:12]=[CH:13][C:14]=2[CH3:15])[N:5]([C:16]2[CH:21]=[CH:20][C:19]([O:22]C)=[CH:18][CH:17]=2)[N:4]=1)[CH3:2].B(Br)(Br)Br. (3) Given the product [Br:1][C:2]1[C:7]2[N:8]([C:29]3[CH:30]=[CH:31][CH:32]=[CH:33][CH:34]=3)[C:9]([CH:11]([NH:13][C:14]3[N:22]=[CH:21][N:20]=[C:19]4[C:15]=3[N:16]=[CH:17][NH:18]4)[CH3:12])=[N:10][C:6]=2[CH:5]=[CH:4][C:3]=1[O:35][CH3:36], predict the reactants needed to synthesize it. The reactants are: [Br:1][C:2]1[C:7]2[N:8]([C:29]3[CH:34]=[CH:33][CH:32]=[CH:31][CH:30]=3)[C:9]([C@@H:11]([NH:13][C:14]3[N:22]=[CH:21][N:20]=[C:19]4[C:15]=3[N:16]=[CH:17][N:18]4C3CCCCO3)[CH3:12])=[N:10][C:6]=2[CH:5]=[CH:4][C:3]=1[O:35][CH3:36]. (4) Given the product [CH3:24][O:25][C:26]([C:27]1[CH:28]=[C:29]2[C:30](=[CH:31][CH:32]=1)[CH2:33][N:1]([C@@H:2]1[CH2:6][CH2:5][N:4]([CH2:7][C:8]3[CH:13]=[CH:12][CH:11]=[CH:10][CH:9]=3)[CH2:3]1)[CH2:35]2)=[O:37], predict the reactants needed to synthesize it. The reactants are: [NH2:1][C@@H:2]1[CH2:6][CH2:5][N:4]([CH2:7][C:8]2[CH:13]=[CH:12][CH:11]=[CH:10][CH:9]=2)[C:3]1=O.CCN(C(C)C)C(C)C.[CH3:24][O:25][C:26](=[O:37])[C:27]1[CH:32]=[CH:31][C:30]([CH2:33]Br)=[C:29]([CH2:35]Br)[CH:28]=1. (5) Given the product [F:50][C:2]([F:1])([F:51])[C:3]1[CH:4]=[C:5]([C:13]([CH3:49])([CH3:48])[C:14]([N:16]([CH3:47])[C:17]2[C:18]([C:39]3[CH:44]=[CH:43][C:42]([F:45])=[CH:41][C:40]=3[CH3:46])=[CH:19][C:20]([C:23]3[CH2:24][CH2:25][C@@H:26]([C:27]([O:29][CH3:30])=[O:28])[N:31]=3)=[N:21][CH:22]=2)=[O:15])[CH:6]=[C:7]([C:9]([F:12])([F:11])[F:10])[CH:8]=1, predict the reactants needed to synthesize it. The reactants are: [F:1][C:2]([F:51])([F:50])[C:3]1[CH:4]=[C:5]([C:13]([CH3:49])([CH3:48])[C:14]([N:16]([CH3:47])[C:17]2[C:18]([C:39]3[CH:44]=[CH:43][C:42]([F:45])=[CH:41][C:40]=3[CH3:46])=[CH:19][C:20]([C:23]#[C:24][CH2:25][C@H:26]([NH:31]C(OC(C)(C)C)=O)[C:27]([O:29][CH3:30])=[O:28])=[N:21][CH:22]=2)=[O:15])[CH:6]=[C:7]([C:9]([F:12])([F:11])[F:10])[CH:8]=1.ClCCl. (6) Given the product [Br:11][C:5]1[CH:6]=[C:7]([N+:8]([O-:10])=[O:9])[C:2]([C:13]#[N:14])=[N:3][CH:4]=1, predict the reactants needed to synthesize it. The reactants are: Br[C:2]1[C:7]([N+:8]([O-:10])=[O:9])=[CH:6][C:5]([Br:11])=[CH:4][N:3]=1.[Cu](C#N)[C:13]#[N:14]. (7) Given the product [NH2:43][C:44]1[N:49]=[CH:48][C:47]([C:2]2[N:3]=[C:4]([N:17]3[CH2:18][CH2:19][O:20][CH2:21][CH2:22]3)[C:5]3[S:10][C:9]([NH:11][CH2:15][CH2:14][OH:13])=[CH:8][C:6]=3[N:7]=2)=[CH:46][N:45]=1, predict the reactants needed to synthesize it. The reactants are: Cl[C:2]1[N:3]=[C:4]([N:17]2[CH2:22][CH2:21][O:20][CH2:19][CH2:18]2)[C:5]2[S:10][C:9]([N:11]3[CH2:15][CH2:14][O:13]C3=O)=[CH:8][C:6]=2[N:7]=1.ClC1N=C(N2CCOCC2)C2SC(NCCO)=CC=2N=1.[NH2:43][C:44]1[N:49]=[CH:48][C:47](B2OC(C)(C)C(C)(C)O2)=[CH:46][N:45]=1.